Dataset: Reaction yield outcomes from USPTO patents with 853,638 reactions. Task: Predict the reaction yield, written as a fraction of the theoretical maximum amount of product (1.0 means a 100% yield; for example, 0.34 means a 34% yield). The reactants are [NH2:1][CH:2]1[CH2:5][N:4]([C:6]([C:8]2[CH:9]=[C:10]([CH:23]=[CH:24][C:25]=2[F:26])[CH2:11][C:12]2[C:21]3[C:16](=[CH:17][CH:18]=[CH:19][CH:20]=3)[C:15](=[O:22])[NH:14][N:13]=2)=[O:7])[CH2:3]1.[CH3:27][C:28]1([CH3:34])[CH2:32][CH2:31][CH2:30][C:29]1=O.C(O[BH-](OC(=O)C)OC(=O)C)(=O)C.[Na+]. No catalyst specified. The product is [CH3:27][C:28]1([CH3:34])[CH2:32][CH2:31][CH2:30][CH:29]1[NH:1][CH:2]1[CH2:3][N:4]([C:6]([C:8]2[CH:9]=[C:10]([CH:23]=[CH:24][C:25]=2[F:26])[CH2:11][C:12]2[C:21]3[C:16](=[CH:17][CH:18]=[CH:19][CH:20]=3)[C:15](=[O:22])[NH:14][N:13]=2)=[O:7])[CH2:5]1. The yield is 0.390.